Predict which catalyst facilitates the given reaction. From a dataset of Catalyst prediction with 721,799 reactions and 888 catalyst types from USPTO. Reactant: [Br:1][C:2]1[C:11]2[C:6](=[CH:7][C:8]3[CH:15]=[CH:14][CH:13]=[CH:12][C:9]=3[CH:10]=2)[CH:5]=[N+:4]([O-])[CH:3]=1.O=P(Cl)(Cl)[Cl:19].C(=O)(O)[O-].[Na+]. Product: [Br:1][C:2]1[C:11]2[C:6](=[CH:7][C:8]3[CH:15]=[CH:14][CH:13]=[CH:12][C:9]=3[CH:10]=2)[C:5]([Cl:19])=[N:4][CH:3]=1. The catalyst class is: 22.